This data is from Reaction yield outcomes from USPTO patents with 853,638 reactions. The task is: Predict the reaction yield, written as a fraction of the theoretical maximum amount of product (1.0 means a 100% yield; for example, 0.34 means a 34% yield). (1) The reactants are [CH3:1][C:2]1[C:6]([S:7](Cl)(=[O:9])=[O:8])=[C:5]([CH3:11])[O:4][N:3]=1.[NH3:12].CO. The catalyst is C1COCC1. The product is [CH3:1][C:2]1[C:6]([S:7]([NH2:12])(=[O:9])=[O:8])=[C:5]([CH3:11])[O:4][N:3]=1. The yield is 0.670. (2) The reactants are [CH2:1]([C:3]1[N:13]([C:14]2[CH:19]=[CH:18][C:17]([CH2:20][CH2:21][N:22]=[N+]=[N-])=[CH:16][CH:15]=2)[C:6]2=[N:7][C:8]([Cl:12])=[C:9]([Cl:11])[CH:10]=[C:5]2[N:4]=1)[CH3:2]. The catalyst is CO.[Pd].CC([O-])=O.CC([O-])=O.[Pb+2]. The product is [CH2:1]([C:3]1[N:13]([C:14]2[CH:19]=[CH:18][C:17]([CH2:20][CH2:21][NH2:22])=[CH:16][CH:15]=2)[C:6]2=[N:7][C:8]([Cl:12])=[C:9]([Cl:11])[CH:10]=[C:5]2[N:4]=1)[CH3:2]. The yield is 0.940.